This data is from Full USPTO retrosynthesis dataset with 1.9M reactions from patents (1976-2016). The task is: Predict the reactants needed to synthesize the given product. (1) Given the product [Cl:8][C:6]1[CH:5]=[CH:4][N:3]=[C:2]([NH:1][C:11](=[O:12])[C:10]([CH3:15])([CH3:14])[CH3:9])[CH:7]=1, predict the reactants needed to synthesize it. The reactants are: [NH2:1][C:2]1[CH:7]=[C:6]([Cl:8])[CH:5]=[CH:4][N:3]=1.[CH3:9][C:10]([CH3:15])([CH3:14])[C:11](Cl)=[O:12]. (2) The reactants are: OCC1(CN[C:10]([C:12]2[N:13]([CH2:23][C:24]3[CH:29]=[CH:28][CH:27]=[C:26]([O:30][C:31]([F:34])([F:33])[F:32])[CH:25]=3)[C:14]3[C:19]([CH:20]=2)=[CH:18][C:17]([C:21]#[N:22])=[CH:16][CH:15]=3)=[O:11])CCCC1.C(C1C=C2C(=CC=1)N(CC1C=CC=C(OC(F)(F)F)C=1)C(C(O)=O)=C2)#N.Cl.[CH2:62]([O:64][C:65](=[O:70])[CH:66]([CH3:69])[CH2:67][NH2:68])[CH3:63]. Given the product [CH2:62]([O:64][C:65](=[O:70])[CH:66]([CH3:69])[CH2:67][NH:68][C:10]([C:12]1[N:13]([CH2:23][C:24]2[CH:29]=[CH:28][CH:27]=[C:26]([O:30][C:31]([F:34])([F:32])[F:33])[CH:25]=2)[C:14]2[C:19]([CH:20]=1)=[CH:18][C:17]([C:21]#[N:22])=[CH:16][CH:15]=2)=[O:11])[CH3:63], predict the reactants needed to synthesize it. (3) Given the product [Br:1][C:2]1[CH:3]=[CH:4][CH:8]=[CH:9][C:10]=1[CH2:18][CH2:19][O:20][CH:21]([C:23]1[C:32]2[C:27](=[CH:28][CH:29]=[C:30]([C:33]3[CH:38]=[CH:37][CH:36]=[CH:35][C:34]=3[O:39][CH3:40])[CH:31]=2)[NH:26][C:25]([CH3:42])([CH3:41])[CH:24]=1)[CH3:22], predict the reactants needed to synthesize it. The reactants are: [Br:1][C:2]1[CH:3]=[C:4]([CH:8]=[CH:9][CH:10]=1)CCO.BrC1C=C([CH2:18][CH2:19][O:20][CH:21]([C:23]2[C:32]3[C:27](=[CH:28][CH:29]=[C:30]([C:33]4[CH:38]=[CH:37][CH:36]=[CH:35][C:34]=4[O:39][CH3:40])[CH:31]=3)[NH:26][C:25]([CH3:42])([CH3:41])[CH:24]=2)[CH3:22])C=CC=1.C[Si]([N-][Si](C)(C)C)(C)C.[Na+].C(OC(N1C2C(=CC(C3C=CC=CC=3OC)=CC=2)C(C(OS(C)(=O)=O)C)=CC1(C)C)=O)(C)(C)C. (4) Given the product [I:20][C:21]1[C:22]([O:12][CH2:13][C:14]([F:17])([F:16])[F:15])=[CH:23][N:24]=[C:25]([O:27][CH3:28])[CH:26]=1, predict the reactants needed to synthesize it. The reactants are: C(=O)([O-])[O-].[K+].[K+].FC(F)(F)S([O:12][CH2:13][C:14]([F:17])([F:16])[F:15])(=O)=O.[I:20][C:21]1[CH:26]=[C:25]([O:27][CH3:28])[N:24]=[CH:23][C:22]=1O.O.C(OCC)(=O)C. (5) Given the product [CH3:26][S:27]([O:18][CH:15]1[CH2:16][CH2:17][CH:12]([O:11][CH2:10][CH:9]([O:8][Si:1]([C:4]([CH3:7])([CH3:6])[CH3:5])([CH3:3])[CH3:2])[C:20]2[CH:21]=[CH:22][CH:23]=[CH:24][CH:25]=2)[CH:13]([F:19])[CH2:14]1)(=[O:29])=[O:28], predict the reactants needed to synthesize it. The reactants are: [Si:1]([O:8][CH:9]([C:20]1[CH:25]=[CH:24][CH:23]=[CH:22][CH:21]=1)[CH2:10][O:11][CH:12]1[CH2:17][CH2:16][CH:15]([OH:18])[CH2:14][CH:13]1[F:19])([C:4]([CH3:7])([CH3:6])[CH3:5])([CH3:3])[CH3:2].[CH3:26][S:27](Cl)(=[O:29])=[O:28].C(N(C(C)C)CC)(C)C. (6) The reactants are: [Br:1][C:2]1[CH:3]=[C:4]([N+:10]([O-])=O)[C:5]([C:8]#[N:9])=[N:6][CH:7]=1.O.[OH-].[NH4+].S(S([O-])=O)([O-])=[O:17].[Na+].[Na+]. Given the product [NH2:10][C:4]1[C:5]([C:8]([NH2:9])=[O:17])=[N:6][CH:7]=[C:2]([Br:1])[CH:3]=1, predict the reactants needed to synthesize it.